Dataset: Forward reaction prediction with 1.9M reactions from USPTO patents (1976-2016). Task: Predict the product of the given reaction. (1) Given the reactants [C:1]([NH:5][C:6]([C:8]1[C:16]2[C:11](=[N:12][CH:13]=[C:14]([C:17]3[C:25]4[C:20](=[C:21]([C:26](C)(C)[O:27][SiH2]C(C)(C)C)[CH:22]=[CH:23][CH:24]=4)[NH:19][N:18]=3)[N:15]=2)[N:10](COCC[Si](C)(C)C)[CH:9]=1)=[O:7])([CH3:4])([CH3:3])[CH3:2].[F-].C([N+](CCCC)(CCCC)CCCC)CCC, predict the reaction product. The product is: [C:1]([NH:5][C:6]([C:8]1[C:16]2[C:11](=[N:12][CH:13]=[C:14]([C:17]3[C:25]4[C:20](=[C:21]([CH2:26][OH:27])[CH:22]=[CH:23][CH:24]=4)[NH:19][N:18]=3)[N:15]=2)[NH:10][CH:9]=1)=[O:7])([CH3:4])([CH3:2])[CH3:3]. (2) The product is: [C:34]([OH:41])(=[O:40])/[CH:35]=[CH:36]\[C:37]([OH:39])=[O:38].[NH2:1][C:2]1[C:30]([Cl:31])=[CH:29][C:5]([C:6]([NH:8][C@H:9]2[CH2:14][CH2:13][N:12]([CH2:15][CH:16]3[CH2:17][CH2:18][N:19]([C:22](=[O:26])[CH:23]([CH3:25])[CH3:24])[CH2:20][CH2:21]3)[CH2:11][C@H:10]2[O:27][CH3:28])=[O:7])=[C:4]([O:32][CH3:33])[CH:3]=1. Given the reactants [NH2:1][C:2]1[C:30]([Cl:31])=[CH:29][C:5]([C:6]([NH:8][C@H:9]2[CH2:14][CH2:13][N:12]([CH2:15][CH:16]3[CH2:21][CH2:20][N:19]([C:22](=[O:26])[CH:23]([CH3:25])[CH3:24])[CH2:18][CH2:17]3)[CH2:11][C@H:10]2[O:27][CH3:28])=[O:7])=[C:4]([O:32][CH3:33])[CH:3]=1.[C:34]([OH:41])(=[O:40])/[CH:35]=[CH:36]\[C:37]([OH:39])=[O:38], predict the reaction product. (3) Given the reactants [I-].[C:2]([O:6][C:7]([N:9]1[CH2:14][CH2:13][CH:12]([CH2:15][P+](C2C=CC=CC=2)(C2C=CC=CC=2)C2C=CC=CC=2)[CH2:11][CH2:10]1)=[O:8])([CH3:5])([CH3:4])[CH3:3].C1(C)C=CC=CC=1.C[Si]([N-][Si](C)(C)C)(C)C.[K+].[F:52][C:53]([F:65])([C:58]1[CH:63]=[CH:62][C:61]([F:64])=[CH:60][CH:59]=1)[CH:54](OC)O, predict the reaction product. The product is: [C:2]([O:6][C:7]([N:9]1[CH2:10][CH2:11][CH:12]([CH:15]=[CH:54][C:53]([F:65])([F:52])[C:58]2[CH:59]=[CH:60][C:61]([F:64])=[CH:62][CH:63]=2)[CH2:13][CH2:14]1)=[O:8])([CH3:3])([CH3:4])[CH3:5]. (4) Given the reactants [CH3:1][O:2][C:3]1[C:8]([C:9]2[CH:14]=[CH:13][C:12]([S:15](=[O:18])(=[O:17])[NH2:16])=[CH:11][CH:10]=2)=[CH:7][C:6]([C:19]2[N:23]([CH3:24])[C:22]([C:25]([O:27]C)=[O:26])=[CH:21][C:20]=2[CH3:29])=[CH:5][CH:4]=1.[OH-].[Na+], predict the reaction product. The product is: [CH3:1][O:2][C:3]1[C:8]([C:9]2[CH:14]=[CH:13][C:12]([S:15](=[O:18])(=[O:17])[NH2:16])=[CH:11][CH:10]=2)=[CH:7][C:6]([C:19]2[N:23]([CH3:24])[C:22]([C:25]([OH:27])=[O:26])=[CH:21][C:20]=2[CH3:29])=[CH:5][CH:4]=1. (5) Given the reactants Br[C:2]1[C:3]([F:14])=[CH:4][N:5]=[C:6]2[C:11]=1[N:10]=[C:9]([O:12][CH3:13])[CH:8]=[CH:7]2.[C:15]([O:19][C:20]([NH:22][C@H:23]1[CH2:27][CH2:26][NH:25][CH2:24]1)=[O:21])([CH3:18])([CH3:17])[CH3:16], predict the reaction product. The product is: [C:15]([O:19][C:20](=[O:21])[NH:22][C@H:23]1[CH2:27][CH2:26][N:25]([C:2]2[C:11]3[C:6](=[CH:7][CH:8]=[C:9]([O:12][CH3:13])[N:10]=3)[N:5]=[CH:4][C:3]=2[F:14])[CH2:24]1)([CH3:18])([CH3:16])[CH3:17].